Dataset: Full USPTO retrosynthesis dataset with 1.9M reactions from patents (1976-2016). Task: Predict the reactants needed to synthesize the given product. Given the product [CH2:10]([O:12][C:13](=[O:17])[C@@H:14]([NH:15][C:22]([NH:1][C:2]1[CH:9]=[CH:8][C:5]([C:6]#[N:7])=[CH:4][CH:3]=1)=[O:23])[CH3:16])[CH3:11], predict the reactants needed to synthesize it. The reactants are: [NH2:1][C:2]1[CH:9]=[CH:8][C:5]([C:6]#[N:7])=[CH:4][CH:3]=1.[CH2:10]([O:12][C:13](=[O:17])[C@H:14]([CH3:16])[NH2:15])[CH3:11].O.CN([CH:22]=[O:23])C.